This data is from Catalyst prediction with 721,799 reactions and 888 catalyst types from USPTO. The task is: Predict which catalyst facilitates the given reaction. (1) Product: [F:37][C:27]1[CH:28]=[CH:29][C:30]([O:32][C:33]([F:35])([F:36])[F:34])=[CH:31][C:26]=1[CH2:25][NH:24][C:22]([C:20]1[N:19]=[N:18][N:17]([CH2:16][CH2:15][CH2:14][CH2:13][C:11]2[N:10]=[N:9][C:8]3[NH:38][C:5]([CH:3]4[CH2:2][N:1]([C:42](=[O:43])[C:41]([CH3:46])([CH3:45])[C:40]([F:48])([F:47])[F:39])[CH2:4]4)=[CH:6][C:7]=3[CH:12]=2)[CH:21]=1)=[O:23]. The catalyst class is: 85. Reactant: [NH:1]1[CH2:4][CH:3]([C:5]2[NH:38][C:8]3[N:9]=[N:10][C:11]([CH2:13][CH2:14][CH2:15][CH2:16][N:17]4[CH:21]=[C:20]([C:22]([NH:24][CH2:25][C:26]5[CH:31]=[C:30]([O:32][C:33]([F:36])([F:35])[F:34])[CH:29]=[CH:28][C:27]=5[F:37])=[O:23])[N:19]=[N:18]4)=[CH:12][C:7]=3[CH:6]=2)[CH2:2]1.[F:39][C:40]([F:48])([F:47])[C:41]([CH3:46])([CH3:45])[C:42](O)=[O:43].C(Cl)CCl.C1C=CC2N(O)N=NC=2C=1.[OH-].[Na+]. (2) Reactant: Br[C:2]1[CH:3]=[C:4]([C:16]([O:18][CH3:19])=[O:17])[C:5]2[C:6]([CH3:15])=[CH:7][N:8]([CH:11]([CH2:13][CH3:14])[CH3:12])[C:9]=2[CH:10]=1.CC1(C)C(C)(C)OB([C:28]2[CH:29]=[CH:30][C:31]([N:34]3[CH2:39][CH2:38][N:37]([C:40]([O:42][C:43]([CH3:46])([CH3:45])[CH3:44])=[O:41])[CH2:36][CH2:35]3)=[N:32][CH:33]=2)O1.[O-]P([O-])([O-])=O.[K+].[K+].[K+]. Product: [C:43]([O:42][C:40]([N:37]1[CH2:38][CH2:39][N:34]([C:31]2[N:32]=[CH:33][C:28]([C:2]3[CH:3]=[C:4]([C:16]([O:18][CH3:19])=[O:17])[C:5]4[C:6]([CH3:15])=[CH:7][N:8]([CH:11]([CH2:13][CH3:14])[CH3:12])[C:9]=4[CH:10]=3)=[CH:29][CH:30]=2)[CH2:35][CH2:36]1)=[O:41])([CH3:46])([CH3:44])[CH3:45]. The catalyst class is: 117. (3) Reactant: CC([O-])(C)C.[K+].CC1C=CC(S([CH2:17][N+:18]#[C-])(=O)=O)=CC=1.[CH2:20]([O:27][C:28]1[CH:29]=[C:30]([CH:33]=[CH:34][C:35]=1[O:36][CH3:37])[CH:31]=O)[C:21]1[CH:26]=[CH:25][CH:24]=[CH:23][CH:22]=1.CO. Product: [CH2:20]([O:27][C:28]1[CH:29]=[C:30]([CH2:31][C:17]#[N:18])[CH:33]=[CH:34][C:35]=1[O:36][CH3:37])[C:21]1[CH:26]=[CH:25][CH:24]=[CH:23][CH:22]=1. The catalyst class is: 20.